Dataset: Full USPTO retrosynthesis dataset with 1.9M reactions from patents (1976-2016). Task: Predict the reactants needed to synthesize the given product. Given the product [N:1]1([C:13]2[CH:22]=[CH:21][C:16]([C:17]([O:19][CH3:20])=[O:18])=[CH:15][CH:14]=2)[C:5]2[CH:6]=[CH:7][CH:8]=[CH:9][C:4]=2[N:3]=[CH:2]1, predict the reactants needed to synthesize it. The reactants are: [NH:1]1[C:5]2[CH:6]=[CH:7][CH:8]=[CH:9][C:4]=2[N:3]=[CH:2]1.[H-].[Na+].F[C:13]1[CH:22]=[CH:21][C:16]([C:17]([O:19][CH3:20])=[O:18])=[CH:15][CH:14]=1.